The task is: Predict which catalyst facilitates the given reaction.. This data is from Catalyst prediction with 721,799 reactions and 888 catalyst types from USPTO. (1) Reactant: [NH2:1][C:2]1[CH:11]=[CH:10][CH:9]=[C:8]2[C:3]=1[CH2:4][CH:5]([OH:13])[CH2:6][N:7]2[CH3:12].[Cl:14][C:15]1[CH:20]=[CH:19][C:18]([N:21]=[C:22]=[O:23])=[CH:17][C:16]=1[C:24]([F:27])([F:26])[F:25]. Product: [Cl:14][C:15]1[CH:20]=[CH:19][C:18]([NH:21][C:22]([NH:1][C:2]2[CH:11]=[CH:10][CH:9]=[C:8]3[C:3]=2[CH2:4][CH:5]([OH:13])[CH2:6][N:7]3[CH3:12])=[O:23])=[CH:17][C:16]=1[C:24]([F:25])([F:26])[F:27]. The catalyst class is: 7. (2) Reactant: Cl[S:2]([C:5]1[CH:9]=[CH:8][S:7][C:6]=1[C:10]([O:12][CH3:13])=[O:11])(=[O:4])=[O:3].C1COCC1.[CH3:19][NH2:20]. Product: [CH3:19][NH:20][S:2]([C:5]1[CH:9]=[CH:8][S:7][C:6]=1[C:10]([O:12][CH3:13])=[O:11])(=[O:4])=[O:3]. The catalyst class is: 2. (3) Reactant: C[O:2][C:3](=O)[C:4]([C:6]1[CH:11]=[CH:10][CH:9]=[CH:8][CH:7]=1)=[CH2:5].[NH2:13][C:14]1[N:18]=[CH:17][NH:16][N:15]=1. Product: [C:6]1([CH:4]2[CH2:5][N:18]3[CH:17]=[N:16][N:15]=[C:14]3[NH:13][C:3]2=[O:2])[CH:11]=[CH:10][CH:9]=[CH:8][CH:7]=1. The catalyst class is: 51. (4) Reactant: Br[C:2]1[CH:11]=[CH:10][CH:9]=[C:8]2[C:3]=1[CH:4]=[CH:5][N:6]=[CH:7]2.[C:12]([O:16][C:17]([N:19]1[CH2:23][CH2:22][C@@H:21]([NH2:24])[CH2:20]1)=[O:18])([CH3:15])([CH3:14])[CH3:13].C(=O)([O-])[O-].[Cs+].[Cs+]. Product: [CH:7]1[C:8]2[C:3](=[C:2]([NH:24][C@@H:21]3[CH2:22][CH2:23][N:19]([C:17]([O:16][C:12]([CH3:15])([CH3:14])[CH3:13])=[O:18])[CH2:20]3)[CH:11]=[CH:10][CH:9]=2)[CH:4]=[CH:5][N:6]=1. The catalyst class is: 487. (5) Reactant: [Br:1][C:2]1[CH:7]=[CH:6][C:5]([CH2:8][CH2:9][C:10](O)=[O:11])=[CH:4][CH:3]=1.Cl. Product: [Br:1][C:2]1[CH:3]=[CH:4][C:5]([CH2:8][CH2:9][CH2:10][OH:11])=[CH:6][CH:7]=1. The catalyst class is: 1. (6) Reactant: [CH:1]1([C@@H:4]([C:18]2[CH:23]=[CH:22][CH:21]=[CH:20][CH:19]=2)[NH:5][C:6]([C:8]2[CH:9]=[C:10]3[C:14](=[CH:15][CH:16]=2)[NH:13][N:12]=[C:11]3I)=[O:7])[CH2:3][CH2:2]1.[O:24]1[CH2:29][CH2:28][N:27]([C:30]2[CH:35]=[CH:34][C:33](B3OC(C)(C)C(C)(C)O3)=[CH:32][CH:31]=2)[CH2:26][CH2:25]1.C([O-])([O-])=O.[Na+].[Na+]. Product: [CH:1]1([C@@H:4]([C:18]2[CH:23]=[CH:22][CH:21]=[CH:20][CH:19]=2)[NH:5][C:6]([C:8]2[CH:9]=[C:10]3[C:14](=[CH:15][CH:16]=2)[NH:13][N:12]=[C:11]3[C:33]2[CH:32]=[CH:31][C:30]([N:27]3[CH2:26][CH2:25][O:24][CH2:29][CH2:28]3)=[CH:35][CH:34]=2)=[O:7])[CH2:3][CH2:2]1. The catalyst class is: 780.